Dataset: Reaction yield outcomes from USPTO patents with 853,638 reactions. Task: Predict the reaction yield, written as a fraction of the theoretical maximum amount of product (1.0 means a 100% yield; for example, 0.34 means a 34% yield). The reactants are [NH:1]1[C:9]2[C:4](=[CH:5][CH:6]=[CH:7][CH:8]=2)[C:3]([C:10]([OH:12])=[O:11])=[N:2]1.[H-].[Na+].[CH2:15]([O:17][C:18](=[O:24])[CH2:19][CH2:20][CH2:21][CH2:22]Br)[CH3:16].O. The catalyst is CN(C=O)C.C(OCC)(=O)C. The product is [CH2:15]([O:17][C:18](=[O:24])[CH2:19][CH2:20][CH2:21][CH2:22][N:1]1[C:9]2[C:4](=[CH:5][CH:6]=[CH:7][CH:8]=2)[C:3]([C:10]([OH:12])=[O:11])=[N:2]1)[CH3:16]. The yield is 0.440.